From a dataset of Catalyst prediction with 721,799 reactions and 888 catalyst types from USPTO. Predict which catalyst facilitates the given reaction. Reactant: [CH:1]1[C:11]2[C:10]3[CH:12]=[CH:13][CH:14]=[CH:15][C:9]=3[CH2:8][C:7](=[O:16])[NH:6][C:5]=2[N:4]=[CH:3][CH:2]=1.C(=O)([O-])[O-].[Cs+].[Cs+].Br[CH2:24][CH2:25][O:26][Si:27]([C:30]([CH3:33])([CH3:32])[CH3:31])([CH3:29])[CH3:28]. Product: [Si:27]([O:26][CH2:25][CH2:24][N:6]1[C:5]2[N:4]=[CH:3][CH:2]=[CH:1][C:11]=2[C:10]2[CH:12]=[CH:13][CH:14]=[CH:15][C:9]=2[CH2:8][C:7]1=[O:16])([C:30]([CH3:33])([CH3:32])[CH3:31])([CH3:29])[CH3:28]. The catalyst class is: 10.